This data is from Forward reaction prediction with 1.9M reactions from USPTO patents (1976-2016). The task is: Predict the product of the given reaction. (1) Given the reactants [CH3:1][S:2]([C:5]1[CH:10]=[CH:9][C:8]([OH:11])=[CH:7][C:6]=1[O:12][CH3:13])(=[O:4])=[O:3].N1C(C)=CC=CC=1C.[F:22][C:23]([F:36])([F:35])[S:24](O[S:24]([C:23]([F:36])([F:35])[F:22])(=[O:26])=[O:25])(=[O:26])=[O:25], predict the reaction product. The product is: [CH3:1][S:2]([C:5]1[CH:10]=[CH:9][C:8]([O:11][S:24]([C:23]([F:36])([F:35])[F:22])(=[O:26])=[O:25])=[CH:7][C:6]=1[O:12][CH3:13])(=[O:3])=[O:4]. (2) The product is: [Br:26][CH:27]([CH3:31])[C:28]([C:18]1[CH:17]=[C:16]2[C:21](=[CH:20][CH:19]=1)[N:13]([S:10]([C:5]1[CH:6]=[CH:7][CH:8]=[CH:9][C:4]=1[N+:1]([O-:3])=[O:2])(=[O:11])=[O:12])[CH2:14][CH2:15]2)=[O:29]. Given the reactants [N+:1]([C:4]1[CH:9]=[CH:8][CH:7]=[CH:6][C:5]=1[S:10]([N:13]1[C:21]2[C:16](=[CH:17][CH:18]=[CH:19][CH:20]=2)[CH2:15][CH2:14]1)(=[O:12])=[O:11])([O-:3])=[O:2].[Cl-].[Cl-].[Cl-].[Al+3].[Br:26][CH:27]([CH3:31])[C:28](Br)=[O:29].C(C(C(C([O-])=O)O)O)([O-])=O.[Na+].[K+].[OH-].[Na+], predict the reaction product. (3) The product is: [CH3:52][C:51]1[C:46]([CH2:45][N:34]([CH2:33][C:28]2[CH:27]=[CH:26][C:25]([CH2:24][NH:23][C:19](=[O:20])[N:3]([CH2:1][CH3:2])[C:4]3[CH:9]=[CH:8][CH:7]=[CH:6][CH:5]=3)=[CH:30][C:29]=2[CH2:31][OH:32])[CH:35]2[C:44]3[N:43]=[CH:42][CH:41]=[CH:40][C:39]=3[CH2:38][CH2:37][CH2:36]2)=[N:47][CH:48]=[C:49]([CH3:53])[CH:50]=1. Given the reactants [CH2:1]([NH:3][C:4]1[CH:9]=[CH:8][CH:7]=[CH:6][CH:5]=1)[CH3:2].CCN(C(C)C)C(C)C.[C:19](Cl)(Cl)=[O:20].[NH2:23][CH2:24][C:25]1[CH:26]=[CH:27][C:28]([CH2:33][N:34]([CH2:45][C:46]2[C:51]([CH3:52])=[CH:50][C:49]([CH3:53])=[CH:48][N:47]=2)[CH:35]2[C:44]3[N:43]=[CH:42][CH:41]=[CH:40][C:39]=3[CH2:38][CH2:37][CH2:36]2)=[C:29]([CH2:31][OH:32])[CH:30]=1, predict the reaction product. (4) The product is: [OH:2][C:3]1[CH:4]=[C:5]([CH2:10][CH2:11][NH:12][CH2:13][C:14]2[CH:32]=[CH:31][CH:30]=[CH:29][C:15]=2[C:16]([NH:18][CH2:19][CH2:20][CH2:21][CH2:22][C:23]2[CH:28]=[CH:27][CH:26]=[CH:25][CH:24]=2)=[O:17])[CH:6]=[CH:7][C:8]=1[CH3:9]. Given the reactants C[O:2][C:3]1[CH:4]=[C:5]([CH2:10][CH2:11][NH:12][CH2:13][C:14]2[CH:32]=[CH:31][CH:30]=[CH:29][C:15]=2[C:16]([NH:18][CH2:19][CH2:20][CH2:21][CH2:22][C:23]2[CH:28]=[CH:27][CH:26]=[CH:25][CH:24]=2)=[O:17])[CH:6]=[CH:7][C:8]=1[CH3:9].B(Br)(Br)Br.CO, predict the reaction product. (5) The product is: [CH2:17]([O:16][C:12](=[O:15])[CH2:13][O:14][C:2]1[C:7]([N+:8]([O-:10])=[O:9])=[CH:6][CH:5]=[C:4]([Cl:11])[N:3]=1)[CH3:18]. Given the reactants Cl[C:2]1[C:7]([N+:8]([O-:10])=[O:9])=[CH:6][CH:5]=[C:4]([Cl:11])[N:3]=1.[C:12]([O:16][CH2:17][CH3:18])(=[O:15])[CH2:13][OH:14].[H-].[Na+].[Cl-].[NH4+], predict the reaction product. (6) Given the reactants [NH2:1][C@:2]12[CH2:37][CH2:36][C@@H:35]([C:38]([CH3:40])=[CH2:39])[C@@H:3]1[C@@H:4]1[C@@:17]([CH3:20])([CH2:18][CH2:19]2)[C@@:16]2([CH3:21])[C@@H:7]([C@:8]3([CH3:34])[C@@H:13]([CH2:14][CH2:15]2)[C:12]([CH3:23])([CH3:22])[C:11]([C:24]2[CH:33]=[CH:32][C:27]([C:28]([O:30][CH3:31])=[O:29])=[CH:26][CH:25]=2)=[CH:10][CH2:9]3)[CH2:6][CH2:5]1.[C:41]([O:45][C:46]([N:48]1[CH2:53][CH2:52][CH2:51][CH:50]([CH:54]=O)[CH2:49]1)=[O:47])([CH3:44])([CH3:43])[CH3:42].C(O[BH-](OC(=O)C)OC(=O)C)(=O)C.[Na+], predict the reaction product. The product is: [CH3:31][O:30][C:28]([C:27]1[CH:26]=[CH:25][C:24]([C:11]2[C:12]([CH3:22])([CH3:23])[C@H:13]3[C@:8]([CH3:34])([CH2:9][CH:10]=2)[C@@H:7]2[C@:16]([CH3:21])([C@@:17]4([CH3:20])[C@H:4]([CH2:5][CH2:6]2)[C@H:3]2[C@H:35]([C:38]([CH3:40])=[CH2:39])[CH2:36][CH2:37][C@:2]2([NH:1][CH2:54][CH:50]2[CH2:51][CH2:52][CH2:53][N:48]([C:46]([O:45][C:41]([CH3:42])([CH3:44])[CH3:43])=[O:47])[CH2:49]2)[CH2:19][CH2:18]4)[CH2:15][CH2:14]3)=[CH:33][CH:32]=1)=[O:29]. (7) Given the reactants Br[C:2]1[CH:7]=[CH:6][CH:5]=[CH:4][N:3]=1.[NH2:8][C:9]1[CH:10]=[N:11][CH:12]=[CH:13][CH:14]=1.C(O[K])(C)(C)C, predict the reaction product. The product is: [N:11]1[CH:12]=[CH:13][CH:14]=[C:9]([NH:8][C:2]2[CH:7]=[CH:6][CH:5]=[CH:4][N:3]=2)[CH:10]=1. (8) Given the reactants [CH2:1]([O:3][CH:4]=[CH:5][C:6](Cl)=[O:7])[CH3:2].[Br:9][C:10]1[CH:16]=[CH:15][CH:14]=[CH:13][C:11]=1[NH2:12], predict the reaction product. The product is: [Br:9][C:10]1[CH:16]=[CH:15][CH:14]=[CH:13][C:11]=1[NH:12][C:6](=[O:7])[CH:5]=[CH:4][O:3][CH2:1][CH3:2]. (9) Given the reactants [O:1]1[C:6]2[CH:7]=[CH:8][C:9]([C:11]([C:13]3[C:22](=[O:23])[C:21]4[C:16](=[CH:17][CH:18]=[CH:19][CH:20]=4)[NH:15][CH:14]=3)=[O:12])=[CH:10][C:5]=2[O:4][CH2:3][CH2:2]1.[H-].[Na+].Br[CH2:27][C:28]1[N:33]=[C:32]([C:34]#[N:35])[CH:31]=[CH:30][CH:29]=1, predict the reaction product. The product is: [O:1]1[C:6]2[CH:7]=[CH:8][C:9]([C:11]([C:13]3[C:22](=[O:23])[C:21]4[C:16](=[CH:17][CH:18]=[CH:19][CH:20]=4)[N:15]([CH2:27][C:28]4[N:33]=[C:32]([C:34]#[N:35])[CH:31]=[CH:30][CH:29]=4)[CH:14]=3)=[O:12])=[CH:10][C:5]=2[O:4][CH2:3][CH2:2]1.